From a dataset of Forward reaction prediction with 1.9M reactions from USPTO patents (1976-2016). Predict the product of the given reaction. Given the reactants [OH:1][C:2]1[CH:7]=[CH:6][C:5]([CH2:8][CH2:9][C:10]([OH:12])=[O:11])=[CH:4][CH:3]=1.[CH2:13](O)[CH3:14], predict the reaction product. The product is: [CH2:13]([O:11][C:10](=[O:12])[CH2:9][CH2:8][C:5]1[CH:4]=[CH:3][C:2]([OH:1])=[CH:7][CH:6]=1)[CH3:14].